From a dataset of TCR-epitope binding with 47,182 pairs between 192 epitopes and 23,139 TCRs. Binary Classification. Given a T-cell receptor sequence (or CDR3 region) and an epitope sequence, predict whether binding occurs between them. (1) The TCR CDR3 sequence is CASSTPVGTGVYNEQFF. The epitope is KLNVGDYFV. Result: 1 (the TCR binds to the epitope). (2) The epitope is YFPLQSYGF. The TCR CDR3 sequence is CASSLGLASYNEQFF. Result: 1 (the TCR binds to the epitope). (3) The epitope is LLWNGPMAV. The TCR CDR3 sequence is CATSTGHVAYEQYF. Result: 1 (the TCR binds to the epitope). (4) The epitope is SEISMDNSPNL. The TCR CDR3 sequence is CASMGTGFDGYTF. Result: 0 (the TCR does not bind to the epitope). (5) The epitope is ISDYDYYRY. The TCR CDR3 sequence is CASSPRGTNRENIQYF. Result: 1 (the TCR binds to the epitope). (6) The epitope is FVDGVPFVV. The TCR CDR3 sequence is CASAGSSYNEQFF. Result: 1 (the TCR binds to the epitope). (7) The TCR CDR3 sequence is CASNPGGDITEAFF. Result: 0 (the TCR does not bind to the epitope). The epitope is FLPRVFSAV.